This data is from Reaction yield outcomes from USPTO patents with 853,638 reactions. The task is: Predict the reaction yield, written as a fraction of the theoretical maximum amount of product (1.0 means a 100% yield; for example, 0.34 means a 34% yield). (1) The reactants are [NH2:1][C:2]1[N:3]=[C:4]([C:20]2[CH:21]=[C:22]([O:26][CH2:27][CH2:28][N:29]([CH2:37][C:38]3[CH:43]=[CH:42][C:41]([F:44])=[CH:40][CH:39]=3)C(=O)OC(C)(C)C)[CH:23]=[N:24][CH:25]=2)[CH:5]=[C:6]2[C:11]=1[CH:10]=[N:9][C:8]1[CH:12]=[C:13]([O:18][CH3:19])[C:14]([O:16][CH3:17])=[CH:15][C:7]2=1.C(O)(C(F)(F)F)=O. The catalyst is C(Cl)Cl. The product is [F:44][C:41]1[CH:40]=[CH:39][C:38]([CH2:37][NH:29][CH2:28][CH2:27][O:26][C:22]2[CH:21]=[C:20]([C:4]3[CH:5]=[C:6]4[C:11](=[C:2]([NH2:1])[N:3]=3)[CH:10]=[N:9][C:8]3[CH:12]=[C:13]([O:18][CH3:19])[C:14]([O:16][CH3:17])=[CH:15][C:7]4=3)[CH:25]=[N:24][CH:23]=2)=[CH:43][CH:42]=1. The yield is 0.820. (2) The reactants are Br[C:2]1[N:3]([CH3:8])[CH:4]=[C:5]([Br:7])[N:6]=1.[NH:9]1[CH2:14][CH2:13][NH:12][CH2:11][CH2:10]1. The catalyst is ClCCl. The product is [Br:7][C:5]1[N:6]=[C:2]([N:9]2[CH2:14][CH2:13][NH:12][CH2:11][CH2:10]2)[N:3]([CH3:8])[CH:4]=1. The yield is 0.610. (3) The reactants are [C:1](=[NH:14])([C:8]1[CH:13]=[CH:12][CH:11]=[CH:10][CH:9]=1)[C:2]1[CH:7]=[CH:6][CH:5]=[CH:4][CH:3]=1.N[CH:16]1[CH2:20][CH2:19][N:18]([CH3:21])[C:17]1=[O:22]. The catalyst is ClCCCl. The product is [C:1](=[N:14][CH:16]1[CH2:20][CH2:19][N:18]([CH3:21])[C:17]1=[O:22])([C:8]1[CH:9]=[CH:10][CH:11]=[CH:12][CH:13]=1)[C:2]1[CH:7]=[CH:6][CH:5]=[CH:4][CH:3]=1. The yield is 0.886. (4) The product is [NH3:1].[CH2:58]([Cl:60])[Cl:59].[CH2:15]([N:17]([CH2:21][CH3:22])[CH2:18][CH2:19][O:13][C:10]1[CH:11]=[CH:12][C:7]([N:1]2[CH2:6][CH2:5][CH2:4][CH2:3][CH2:2]2)=[CH:8][C:9]=1[CH3:14])[CH3:16]. No catalyst specified. The yield is 0.0300. The reactants are [N:1]1([C:7]2[CH:12]=[CH:11][C:10]([OH:13])=[C:9]([CH3:14])[CH:8]=2)[CH2:6][CH2:5][CH2:4][CH2:3][CH2:2]1.[CH2:15]([N:17]([CH2:21][CH3:22])[CH2:18][CH2:19]O)[CH3:16].C1(P(C2C=CC=CC=2)C2C=CC=CC=2)C=CC=CC=1.CC(OC(/N=N/C(OC(C)(C)C)=O)=O)(C)C.[CH2:58]([Cl:60])[Cl:59]. (5) The yield is 0.0300. The catalyst is O1CCOCC1.O.C1C=CC(P(C2C=CC=CC=2)[C-]2C=CC=C2)=CC=1.C1C=CC(P(C2C=CC=CC=2)[C-]2C=CC=C2)=CC=1.Cl[Pd]Cl.[Fe+2]. The product is [C:1]([O:5][CH:6]([C:11]1[C:16]([C:17]([F:19])([F:20])[F:18])=[CH:15][CH:14]=[C:13]([C:41]2[N:42]=[CH:43][N:44]([CH3:46])[CH:45]=2)[C:12]=1[C:30]1[CH:31]=[CH:32][C:33]2[O:38][CH2:37][CH2:36][CH2:35][C:34]=2[CH:39]=1)[C:7]([OH:9])=[O:8])([CH3:2])([CH3:3])[CH3:4]. The reactants are [C:1]([O:5][CH:6]([C:11]1[C:16]([C:17]([F:20])([F:19])[F:18])=[CH:15][CH:14]=[C:13](B2OC(C)(C)C(C)(C)O2)[C:12]=1[C:30]1[CH:31]=[CH:32][C:33]2[O:38][CH2:37][CH2:36][CH2:35][C:34]=2[CH:39]=1)[C:7]([O:9]C)=[O:8])([CH3:4])([CH3:3])[CH3:2].Br[C:41]1[N:42]=[CH:43][N:44]([CH3:46])[CH:45]=1.C(=O)([O-])[O-].[Na+].[Na+].ClCCl.[OH-].[Li+].Cl. (6) The reactants are FC(F)(F)S(O[C:7]1[CH:12]=[CH:11][C:10]([CH:13]2[NH:17][C:16](=[O:18])[CH2:15][CH2:14]2)=[CH:9][CH:8]=1)(=O)=O.[CH3:21][N:22](C=O)C. The catalyst is CCOC(C)=O.C1C=CC([P]([Pd]([P](C2C=CC=CC=2)(C2C=CC=CC=2)C2C=CC=CC=2)([P](C2C=CC=CC=2)(C2C=CC=CC=2)C2C=CC=CC=2)[P](C2C=CC=CC=2)(C2C=CC=CC=2)C2C=CC=CC=2)(C2C=CC=CC=2)C2C=CC=CC=2)=CC=1.[C-]#N.[Zn+2].[C-]#N. The product is [C:21]([C:7]1[CH:12]=[CH:11][C:10]([CH:13]2[NH:17][C:16](=[O:18])[CH2:15][CH2:14]2)=[CH:9][CH:8]=1)#[N:22]. The yield is 1.00. (7) The reactants are Br[C:2]1[CH:3]=[C:4]2[C:8](=[CH:9][C:10]=1[NH:11][C:12]([C:14]1[C:23](=[O:24])[C:22]3[C:17](=[CH:18][CH:19]=[CH:20][CH:21]=3)[NH:16][CH:15]=1)=[O:13])[NH:7][CH:6]=[CH:5]2.[C:25]1(B(O)O)[CH:30]=[CH:29][CH:28]=[CH:27][CH:26]=1.C([O-])([O-])=O.[K+].[K+]. The catalyst is CN(C=O)C.C1C=CC(P(C2C=CC=CC=2)[C-]2C=CC=C2)=CC=1.C1C=CC(P(C2C=CC=CC=2)[C-]2C=CC=C2)=CC=1.Cl[Pd]Cl.[Fe+2]. The product is [O:24]=[C:23]1[C:22]2[C:17](=[CH:18][CH:19]=[CH:20][CH:21]=2)[NH:16][CH:15]=[C:14]1[C:12]([NH:11][C:10]1[CH:9]=[C:8]2[C:4]([CH:5]=[CH:6][NH:7]2)=[CH:3][C:2]=1[C:25]1[CH:30]=[CH:29][CH:28]=[CH:27][CH:26]=1)=[O:13]. The yield is 0.130.